Dataset: Forward reaction prediction with 1.9M reactions from USPTO patents (1976-2016). Task: Predict the product of the given reaction. (1) Given the reactants [H-].[Na+].C(OP([CH2:11][C:12]([O:14][CH2:15][CH3:16])=[O:13])(OCC)=O)C.[CH2:17]([N:21]([CH2:34][CH:35]([CH3:37])[CH3:36])[C:22]1[CH:27]=[CH:26][C:25]([C:28](=O)[CH3:29])=[CH:24][C:23]=1[N+:31]([O-:33])=[O:32])[CH:18]([CH3:20])[CH3:19], predict the reaction product. The product is: [CH2:17]([N:21]([CH2:34][CH:35]([CH3:36])[CH3:37])[C:22]1[CH:27]=[CH:26][C:25]([C:28]([CH3:29])=[CH:11][C:12]([O:14][CH2:15][CH3:16])=[O:13])=[CH:24][C:23]=1[N+:31]([O-:33])=[O:32])[CH:18]([CH3:20])[CH3:19]. (2) Given the reactants [C:1]1([C:7](O)([C:9]#[CH:10])C)[CH:6]=[CH:5][CH:4]=[CH:3][CH:2]=1.BrC1[CH:14]=[CH:15][C:16]([C:20]([OH:23])([CH3:22])[CH3:21])=[N+:17]([O-:19])[CH:18]=1.[CH:24]([NH:27][C:28]([C:30]1[C:39](=[O:40])[C:38]2[C:33](=[N:34][CH:35]=[CH:36][CH:37]=2)[N:32](C2C=CC=C(Br)C=2)[CH:31]=1)=[O:29])([CH3:26])[CH3:25], predict the reaction product. The product is: [CH:24]1([NH:27][C:28]([C:30]2[C:39](=[O:40])[C:38]3[C:33](=[N:34][CH:35]=[CH:36][CH:37]=3)[N:32]([C:5]3[CH:4]=[CH:3][CH:2]=[C:1]([C:7]#[C:9][C:10]4[CH:18]=[N+:17]([O-:19])[C:16]([C:20]([OH:23])([CH3:22])[CH3:21])=[CH:15][CH:14]=4)[CH:6]=3)[CH:31]=2)=[O:29])[CH2:25][CH2:26]1. (3) Given the reactants C(O[C:4]([C:6]1([CH2:19][CH2:20]OC)[CH2:11][CH2:10][N:9]([CH2:12][C:13]2[CH:18]=[CH:17][CH:16]=[CH:15][CH:14]=2)[CH2:8][CH2:7]1)=[O:5])C.[F:23][C:24]([F:34])([F:33])[O:25][C:26]1[CH:32]=[CH:31][C:29]([NH2:30])=[CH:28][CH:27]=1.[Cl-].C[Al+]C, predict the reaction product. The product is: [CH2:12]([N:9]1[CH2:8][CH2:7][C:6]2([C:4](=[O:5])[N:30]([C:29]3[CH:31]=[CH:32][C:26]([O:25][C:24]([F:23])([F:33])[F:34])=[CH:27][CH:28]=3)[CH2:20][CH2:19]2)[CH2:11][CH2:10]1)[C:13]1[CH:14]=[CH:15][CH:16]=[CH:17][CH:18]=1. (4) Given the reactants Br[C:2]1[CH:3]=[C:4]([N:9]2[C:13]3=[N:14][CH:15]=[CH:16][CH:17]=[C:12]3[C:11]([C:18]([O:20][CH3:21])=[O:19])=[N:10]2)[CH:5]=[C:6]([Cl:8])[CH:7]=1.[C:22]([C@:24]1([OH:31])[CH2:28][CH2:27][N:26]([CH3:29])[C:25]1=[O:30])#[CH:23], predict the reaction product. The product is: [Cl:8][C:6]1[CH:5]=[C:4]([N:9]2[C:13]3=[N:14][CH:15]=[CH:16][CH:17]=[C:12]3[C:11]([C:18]([O:20][CH3:21])=[O:19])=[N:10]2)[CH:3]=[C:2]([C:23]#[C:22][C@:24]2([OH:31])[CH2:28][CH2:27][N:26]([CH3:29])[C:25]2=[O:30])[CH:7]=1. (5) Given the reactants [Br:1][C:2]1[C:3]([F:17])=[C:4]([NH:9]C(=O)OC(C)(C)C)[C:5]([F:8])=[CH:6][CH:7]=1.C(O)(C(F)(F)F)=O, predict the reaction product. The product is: [Br:1][C:2]1[C:3]([F:17])=[C:4]([C:5]([F:8])=[CH:6][CH:7]=1)[NH2:9]. (6) Given the reactants C[O:2][C:3]1[CH:8]=[CH:7][C:6]([CH2:9][CH2:10][O:11][N:12]2[C:16]3[CH:17]=[CH:18][CH:19]=[C:20]([CH3:21])[C:15]=3[N:14]=[C:13]2[CH3:22])=[CH:5][CH:4]=1.B(Br)(Br)Br.C(=O)(O)[O-].[Na+], predict the reaction product. The product is: [OH:2][C:3]1[CH:8]=[CH:7][C:6]([CH2:9][CH2:10][O:11][N:12]2[C:16]3[CH:17]=[CH:18][CH:19]=[C:20]([CH3:21])[C:15]=3[N:14]=[C:13]2[CH3:22])=[CH:5][CH:4]=1. (7) Given the reactants [NH2:1][C:2]1[CH:9]=[CH:8][CH:7]=[C:6]([O:10][CH2:11][CH:12]2[CH2:17][CH2:16][N:15]([C:18](=[O:26])[C:19]3[CH:24]=[CH:23][CH:22]=[C:21]([OH:25])[CH:20]=3)[CH2:14][CH2:13]2)[C:3]=1[C:4]#[N:5].O=[C:28]([CH3:35])[CH2:29][C:30]([O:32][CH2:33][CH3:34])=[O:31], predict the reaction product. The product is: [NH2:5][C:4]1[C:3]2[C:2](=[CH:9][CH:8]=[CH:7][C:6]=2[O:10][CH2:11][CH:12]2[CH2:13][CH2:14][N:15]([C:18](=[O:26])[C:19]3[CH:24]=[CH:23][CH:22]=[C:21]([OH:25])[CH:20]=3)[CH2:16][CH2:17]2)[N:1]=[C:28]([CH3:35])[C:29]=1[C:30]([O:32][CH2:33][CH3:34])=[O:31].